Dataset: Catalyst prediction with 721,799 reactions and 888 catalyst types from USPTO. Task: Predict which catalyst facilitates the given reaction. (1) The catalyst class is: 2. Product: [NH2:14][CH2:15][CH2:16][NH:17][C:18]([NH:20][C:21]1[CH:26]=[CH:25][CH:24]=[C:23]([C:27]2[N:31]3[CH:32]=[CH:33][C:34]([C:36]4[CH:37]=[CH:38][C:39]([F:42])=[CH:40][CH:41]=4)=[CH:35][C:30]3=[N:29][CH:28]=2)[CH:22]=1)=[O:19]. Reactant: FC(F)(F)C(O)=O.C(OC(=O)[NH:14][CH2:15][CH2:16][NH:17][C:18]([NH:20][C:21]1[CH:26]=[CH:25][CH:24]=[C:23]([C:27]2[N:31]3[CH:32]=[CH:33][C:34]([C:36]4[CH:41]=[CH:40][C:39]([F:42])=[CH:38][CH:37]=4)=[CH:35][C:30]3=[N:29][CH:28]=2)[CH:22]=1)=[O:19])(C)(C)C. (2) Reactant: [F:1][C:2]1[C:7]([O:8][CH3:9])=[CH:6][C:5]([O:10][CH3:11])=[C:4]([F:12])[C:3]=1[NH2:13].[CH2:14]([NH:16][C:17]1[C:22]([CH:23]=O)=[CH:21][N:20]=[C:19]([S:25][CH3:26])[N:18]=1)[CH3:15].C12(CS(O)(=O)=O)C(C)(C)C(CC1)CC2=O. Product: [F:1][C:2]1[C:7]([O:8][CH3:9])=[CH:6][C:5]([O:10][CH3:11])=[C:4]([F:12])[C:3]=1[N:13]=[CH:23][C:22]1[C:17]([NH:16][CH2:14][CH3:15])=[N:18][C:19]([S:25][CH3:26])=[N:20][CH:21]=1. The catalyst class is: 11. (3) Reactant: [CH3:1][O:2][C:3](=[O:47])[C@@H:4]([NH:38][C:39]([O:41][CH:42]1[CH2:46][CH2:45][CH2:44][CH2:43]1)=[O:40])[CH2:5][CH2:6][CH2:7][CH2:8][CH2:9][CH2:10][CH2:11][NH:12][C:13]1[CH:18]=[CH:17][CH:16]=[CH:15][C:14]=1[S:19](=[O:37])(=[O:36])[NH:20][C:21]([C@@:23]1([NH:28]C(OC(C)(C)C)=O)[CH2:25][C@H:24]1[CH:26]=[CH2:27])=[O:22].C(O)(C(F)(F)F)=O. Product: [CH3:1][O:2][C:3](=[O:47])[C@@H:4]([NH:38][C:39]([O:41][CH:42]1[CH2:46][CH2:45][CH2:44][CH2:43]1)=[O:40])[CH2:5][CH2:6][CH2:7][CH2:8][CH2:9][CH2:10][CH2:11][NH:12][C:13]1[CH:18]=[CH:17][CH:16]=[CH:15][C:14]=1[S:19](=[O:36])(=[O:37])[NH:20][C:21]([C@@:23]1([NH2:28])[CH2:25][C@H:24]1[CH:26]=[CH2:27])=[O:22]. The catalyst class is: 2. (4) Reactant: [C:1]([O:5][C:6]([N:8]([C:16]1[C:21]([CH3:23])([CH3:22])[S:20](=[O:25])(=[O:24])[CH2:19][C@:18]([C:27]2[CH:32]=[C:31]([N+:33]([O-:35])=[O:34])[CH:30]=[CH:29][C:28]=2[F:36])([CH3:26])[N:17]=1)[C:9](=[O:15])[O:10][C:11]([CH3:14])([CH3:13])[CH3:12])=[O:7])([CH3:4])([CH3:3])[CH3:2].C[Si]([N-][Si](C)(C)C)(C)C.[K+].[CH2:47](Br)[CH:48]=[CH2:49].[NH4+].[Cl-]. Product: [CH2:49]([CH:19]1[C@:18]([C:27]2[CH:32]=[C:31]([N+:33]([O-:35])=[O:34])[CH:30]=[CH:29][C:28]=2[F:36])([CH3:26])[N:17]=[C:16]([N:8]([C:6]([O:5][C:1]([CH3:2])([CH3:3])[CH3:4])=[O:7])[C:9](=[O:15])[O:10][C:11]([CH3:12])([CH3:13])[CH3:14])[C:21]([CH3:23])([CH3:22])[S:20]1(=[O:25])=[O:24])[CH:48]=[CH2:47]. The catalyst class is: 1. (5) Reactant: Cl[C:2]1[C:7]([C:8]#[N:9])=[CH:6][N:5]=[C:4]([S:10][CH3:11])[N:3]=1.[CH3:12][C:13]([NH2:17])([CH2:15][CH3:16])[CH3:14].CCN(C(C)C)C(C)C. Product: [CH3:11][S:10][C:4]1[N:3]=[C:2]([NH:17][C:13]([CH2:15][CH3:16])([CH3:14])[CH3:12])[C:7]([C:8]#[N:9])=[CH:6][N:5]=1. The catalyst class is: 3.